From a dataset of Peptide-MHC class II binding affinity with 134,281 pairs from IEDB. Regression. Given a peptide amino acid sequence and an MHC pseudo amino acid sequence, predict their binding affinity value. This is MHC class II binding data. (1) The peptide sequence is SGLFQLIFFLTLAGR. The MHC is DRB4_0101 with pseudo-sequence DRB4_0103. The binding affinity (normalized) is 0.196. (2) The peptide sequence is KPVSKMRMATPLLMQALP. The MHC is HLA-DPA10201-DPB10501 with pseudo-sequence HLA-DPA10201-DPB10501. The binding affinity (normalized) is 0.716.